Dataset: Drug-target binding data from BindingDB using Kd measurements. Task: Regression. Given a target protein amino acid sequence and a drug SMILES string, predict the binding affinity score between them. We predict pKd (pKd = -log10(Kd in M); higher means stronger binding). Dataset: bindingdb_kd. The small molecule is Cc1ccc(NC(=O)c2ccc(CN3CCN(C)CC3)cc2)cc1Nc1nc(-c2cccnc2)cs1. The target protein (P07948) has sequence MGCIKSKGKDSLSDDGVDLKTQPVRNTERTIYVRDPTSNKQQRPVPESQLLPGQRFQTKDPEEQGDIVVALYPYDGIHPDDLSFKKGEKMKVLEEHGEWWKAKSLLTKKEGFIPSNYVAKLNTLETEEWFFKDITRKDAERQLLAPGNSAGAFLIRESETLKGSFSLSVRDFDPVHGDVIKHYKIRSLDNGGYYISPRITFPCISDMIKHYQKQADGLCRRLEKACISPKPQKPWDKDAWEIPRESIKLVKRLGAGQFGEVWMGYYNNSTKVAVKTLKPGTMSVQAFLEEANLMKTLQHDKLVRLYAVVTREEPIYIITEYMAKGSLLDFLKSDEGGKVLLPKLIDFSAQIAEGMAYIERKNYIHRDLRAANVLVSESLMCKIADFGLARVIEDNEYTAREGAKFPIKWTAPEAINFGCFTIKSDVWSFGILLYEIVTYGKIPYPGRTNADVMTALSQGYRMPRVENCPDELYDIMKMCWKEKAEERPTFDYLQSVLDDF.... The pKd is 7.2.